Dataset: Forward reaction prediction with 1.9M reactions from USPTO patents (1976-2016). Task: Predict the product of the given reaction. Given the reactants [Cl:1][C:2]1[N:7]=[C:6]([Cl:8])[C:5]([C:9]([NH:11][S:12]([C:15]2[CH:20]=[CH:19][CH:18]=[C:17]([N+:21]([O-])=O)[N:16]=2)(=[O:14])=[O:13])=[O:10])=[CH:4][N:3]=1.Cl.O, predict the reaction product. The product is: [NH2:21][C:17]1[N:16]=[C:15]([S:12]([NH:11][C:9]([C:5]2[C:6]([Cl:8])=[N:7][C:2]([Cl:1])=[N:3][CH:4]=2)=[O:10])(=[O:13])=[O:14])[CH:20]=[CH:19][CH:18]=1.